Dataset: Forward reaction prediction with 1.9M reactions from USPTO patents (1976-2016). Task: Predict the product of the given reaction. (1) The product is: [F:23][C:22]1[CH:21]=[C:20]2[C:15]([CH:16]=[CH:17][CH:18]=[N:19]2)=[CH:14][C:13]=1[CH:11]([C:8]1[N:6]2[N:7]=[C:2]([N:30]3[CH2:31][CH2:32][N:27]([C:24](=[O:26])[CH3:25])[CH2:28][CH2:29]3)[CH:3]=[CH:4][C:5]2=[N:10][CH:9]=1)[CH3:12]. Given the reactants Cl[C:2]1[CH:3]=[CH:4][C:5]2[N:6]([C:8]([CH:11]([C:13]3[CH:14]=[C:15]4[C:20](=[CH:21][C:22]=3[F:23])[N:19]=[CH:18][CH:17]=[CH:16]4)[CH3:12])=[CH:9][N:10]=2)[N:7]=1.[C:24]([N:27]1[CH2:32][CH2:31][NH:30][CH2:29][CH2:28]1)(=[O:26])[CH3:25], predict the reaction product. (2) Given the reactants [F:1][C:2]([F:37])([F:36])[C:3]1[CH:4]=[C:5]([CH:29]=[C:30]([C:32]([F:35])([F:34])[F:33])[CH:31]=1)[C:6]([N:8]1[C@H:13]([CH2:14][C:15]2[C:23]3[C:18](=[CH:19][CH:20]=[CH:21][CH:22]=3)[NH:17][CH:16]=2)[CH2:12][N:11]2[CH2:24][C:25](=O)[CH2:26][CH2:27][C@@H:10]2[CH2:9]1)=[O:7].[NH:38]1[CH2:42][CH2:41][CH2:40][CH2:39]1.C(O[BH-](OC(=O)C)OC(=O)C)(=O)C.[Na+].C(=O)(O)[O-].[Na+], predict the reaction product. The product is: [F:1][C:2]([F:36])([F:37])[C:3]1[CH:4]=[C:5]([C:6]([N:8]2[C@H:13]([CH2:14][C:15]3[C:23]4[C:18](=[CH:19][CH:20]=[CH:21][CH:22]=4)[NH:17][CH:16]=3)[CH2:12][N:11]3[CH2:24][C@H:25]([N:38]4[CH2:42][CH2:41][CH2:40][CH2:39]4)[CH2:26][CH2:27][C@@H:10]3[CH2:9]2)=[O:7])[CH:29]=[C:30]([C:32]([F:34])([F:33])[F:35])[CH:31]=1.[F:1][C:2]([F:36])([F:37])[C:3]1[CH:4]=[C:5]([C:6]([N:8]2[C@H:13]([CH2:14][C:15]3[C:23]4[C:18](=[CH:19][CH:20]=[CH:21][CH:22]=4)[NH:17][CH:16]=3)[CH2:12][N:11]3[CH2:24][C@@H:25]([N:38]4[CH2:42][CH2:41][CH2:40][CH2:39]4)[CH2:26][CH2:27][C@@H:10]3[CH2:9]2)=[O:7])[CH:29]=[C:30]([C:32]([F:34])([F:33])[F:35])[CH:31]=1. (3) Given the reactants [C:1]([C:4]1[C:9]([NH:10][C:11]([C:13]2[N:14]=[C:15]([CH:18]([CH3:20])[CH3:19])[S:16][CH:17]=2)=O)=[C:8]([Cl:21])[C:7]([O:22][CH2:23][CH:24]([O:27][CH3:28])[O:25][CH3:26])=[CH:6][CH:5]=1)(=[O:3])[CH3:2].CC([O-])(C)C.[K+].Cl, predict the reaction product. The product is: [Cl:21][C:8]1[C:7]([O:22][CH2:23][CH:24]([O:27][CH3:28])[O:25][CH3:26])=[CH:6][CH:5]=[C:4]2[C:9]=1[N:10]=[C:11]([C:13]1[N:14]=[C:15]([CH:18]([CH3:20])[CH3:19])[S:16][CH:17]=1)[CH:2]=[C:1]2[OH:3]. (4) Given the reactants [C:1]([O:5][C:6]([N:8]1[C:16]2[C:11](=[CH:12][CH:13]=[CH:14][CH:15]=2)[C:10]([CH2:17][OH:18])=[CH:9]1)=[O:7])([CH3:4])([CH3:3])[CH3:2].CC1C=CN=C(N)C=1C.[C:28](O[C:28](=[O:35])[CH2:29][CH2:30][CH2:31][CH2:32][CH2:33][CH3:34])(=[O:35])[CH2:29][CH2:30][CH2:31][CH2:32][CH2:33][CH3:34].C(O)(=O)CC(CC(O)=O)(C(O)=O)O, predict the reaction product. The product is: [C:1]([O:5][C:6]([N:8]1[C:16]2[C:11](=[CH:12][CH:13]=[CH:14][CH:15]=2)[C:10]([CH2:17][O:18][C:28](=[O:35])[CH2:29][CH2:30][CH2:31][CH2:32][CH2:33][CH3:34])=[CH:9]1)=[O:7])([CH3:4])([CH3:2])[CH3:3]. (5) Given the reactants [C:1]([NH:4][C:5]1[CH:10]=[CH:9][C:8]([CH:11]([CH3:16])[C:12]([O:14][CH3:15])=[O:13])=[CH:7][CH:6]=1)(=[S:3])[NH2:2].Br[CH2:18][C:19](=O)[C:20]([F:23])([F:22])[F:21], predict the reaction product. The product is: [F:21][C:20]([F:23])([F:22])[C:19]1[N:2]=[C:1]([NH:4][C:5]2[CH:6]=[CH:7][C:8]([CH:11]([CH3:16])[C:12]([O:14][CH3:15])=[O:13])=[CH:9][CH:10]=2)[S:3][CH:18]=1. (6) Given the reactants Br[CH2:2][CH2:3][N:4]1[C:8](=[O:9])[C:7]2=[CH:10][CH:11]=[CH:12][CH:13]=[C:6]2[C:5]1=[O:14].[CH2:15]([NH:17][CH2:18][CH3:19])[CH3:16], predict the reaction product. The product is: [CH2:15]([N:17]([CH2:18][CH3:19])[CH2:2][CH2:3][N:4]1[CH:8]([OH:9])[C:7]2[C:6](=[CH:13][CH:12]=[CH:11][CH:10]=2)[CH:5]1[OH:14])[CH3:16]. (7) Given the reactants Br[C:2]1[CH:10]=[C:9]([C:11]([F:14])([F:13])[F:12])[CH:8]=[C:7]2[C:3]=1[CH:4]=[N:5][NH:6]2.[S:15]([C:19]1[CH:20]=[C:21](B(O)O)[CH:22]=[CH:23][CH:24]=1)(=[O:18])(=[O:17])[NH2:16].C(=O)(O)[O-].[Na+], predict the reaction product. The product is: [F:12][C:11]([F:14])([F:13])[C:9]1[CH:8]=[C:7]2[C:3]([CH:4]=[N:5][NH:6]2)=[C:2]([C:23]2[CH:24]=[C:19]([S:15]([NH2:16])(=[O:18])=[O:17])[CH:20]=[CH:21][CH:22]=2)[CH:10]=1. (8) Given the reactants C([O:3][C:4]([C:6]1[NH:7][C:8]2[C:13]([CH:14]=1)=[CH:12][C:11](Br)=[CH:10][CH:9]=2)=[O:5])C.[C:16]([C:20]1[CH:25]=[CH:24][C:23](B(O)O)=[CH:22][CH:21]=1)([CH3:19])([CH3:18])[CH3:17].[Cl:29][C:30]1[CH:31]=[C:32]([CH:35]=[CH:36][CH:37]=1)[CH2:33]Cl.[C:38]([NH2:46])(=[O:45])[C:39]1[CH:44]=[CH:43][CH:42]=[N:41][CH:40]=1, predict the reaction product. The product is: [C:16]([C:20]1[CH:25]=[CH:24][C:23]([C:11]2[CH:12]=[C:13]3[C:8](=[CH:9][CH:10]=2)[N:7]([CH2:33][C:32]2[CH:35]=[CH:36][CH:37]=[C:30]([Cl:29])[CH:31]=2)[C:6]([C:4]([OH:3])=[O:5])=[C:14]3[NH:46][C:38]([C:39]2[CH:40]=[N:41][CH:42]=[CH:43][CH:44]=2)=[O:45])=[CH:22][CH:21]=1)([CH3:19])([CH3:18])[CH3:17].